Dataset: Forward reaction prediction with 1.9M reactions from USPTO patents (1976-2016). Task: Predict the product of the given reaction. (1) Given the reactants C(N(S(F)(F)[F:7])CC)C.[F:10][C:11]1[CH:12]=[C:13]([CH:20]=[C:21]([F:23])[CH:22]=1)[CH:14](O)[C:15]([O:17][CH3:18])=[O:16], predict the reaction product. The product is: [F:10][C:11]1[CH:12]=[C:13]([CH:14]([F:7])[C:15]([O:17][CH3:18])=[O:16])[CH:20]=[C:21]([F:23])[CH:22]=1. (2) Given the reactants [CH2:1]([O:3][C:4]1[CH:5]=[C:6]([CH:12]([N:17]2[CH2:25][C:24]3[C:19](=[CH:20][CH:21]=[CH:22][CH:23]=3)[C:18]2=[O:26])[CH2:13][C:14](O)=[O:15])[CH:7]=[CH:8][C:9]=1[O:10][CH3:11])[CH3:2].Cl.[CH2:28]([O:35][NH2:36])[C:29]1[CH:34]=[CH:33][CH:32]=[CH:31][CH:30]=1, predict the reaction product. The product is: [CH2:28]([O:35][NH:36][C:14](=[O:15])[CH2:13][CH:12]([C:6]1[CH:7]=[CH:8][C:9]([O:10][CH3:11])=[C:4]([O:3][CH2:1][CH3:2])[CH:5]=1)[N:17]1[CH2:25][C:24]2[C:19](=[CH:20][CH:21]=[CH:22][CH:23]=2)[C:18]1=[O:26])[C:29]1[CH:34]=[CH:33][CH:32]=[CH:31][CH:30]=1. (3) Given the reactants [Cl:1][C:2]1[CH:3]=[C:4]([C@@:9]([NH:38][CH3:39])([CH2:20][CH2:21][N:22]2[CH2:27][CH2:26][C:25]3([C:36]4[C:31](=[CH:32][CH:33]=[CH:34][CH:35]=4)[CH2:30][C:29](=[O:37])[NH:28]3)[CH2:24][CH2:23]2)[CH2:10][N:11]([CH3:19])[C:12](=[O:18])[CH2:13][C:14]([F:17])([F:16])[F:15])[CH:5]=[CH:6][C:7]=1[Cl:8].C(N(CC)CC)C.[C:47](Cl)(=[O:54])[C:48]1[CH:53]=[CH:52][CH:51]=[CH:50][CH:49]=1.O, predict the reaction product. The product is: [F:16][C:14]([F:15])([F:17])[CH2:13][C:12]([N:11]([CH2:10][C@@:9]([N:38]([CH3:39])[C:47](=[O:54])[C:48]1[CH:53]=[CH:52][CH:51]=[CH:50][CH:49]=1)([C:4]1[CH:5]=[CH:6][C:7]([Cl:8])=[C:2]([Cl:1])[CH:3]=1)[CH2:20][CH2:21][N:22]1[CH2:23][CH2:24][C:25]2([C:36]3[C:31](=[CH:32][CH:33]=[CH:34][CH:35]=3)[CH2:30][C:29](=[O:37])[NH:28]2)[CH2:26][CH2:27]1)[CH3:19])=[O:18]. (4) Given the reactants C([O:8][CH2:9][CH2:10][O:11][C:12]1[CH:17]=[CH:16][C:15]([CH:18]2[CH2:23][CH2:22][CH2:21][CH2:20][CH2:19]2)=[CH:14][CH:13]=1)C1C=CC=CC=1.[H][H], predict the reaction product. The product is: [CH:18]1([C:15]2[CH:14]=[CH:13][C:12]([O:11][CH2:10][CH2:9][OH:8])=[CH:17][CH:16]=2)[CH2:19][CH2:20][CH2:21][CH2:22][CH2:23]1. (5) Given the reactants [CH3:1][N:2]([CH3:23])[CH:3]1[CH2:8][CH2:7][N:6]([C:9]2[NH:10][C:11](=[O:22])[C:12]3[C:17]([CH:18]=2)=[C:16]([N+:19]([O-])=O)[CH:15]=[CH:14][CH:13]=3)[CH2:5][CH2:4]1, predict the reaction product. The product is: [NH2:19][C:16]1[CH:15]=[CH:14][CH:13]=[C:12]2[C:17]=1[CH:18]=[C:9]([N:6]1[CH2:7][CH2:8][CH:3]([N:2]([CH3:23])[CH3:1])[CH2:4][CH2:5]1)[NH:10][C:11]2=[O:22]. (6) Given the reactants Cl.[N:2]1[CH:7]=[CH:6][CH:5]=[CH:4][C:3]=1[CH2:8]Cl.[H-].[Na+].[H][H].[N+:14]([C:17]1[CH:22]=[CH:21][C:20]([CH:23]([C:26]#[N:27])[C:24]#[N:25])=[CH:19][CH:18]=1)([O-:16])=[O:15].CN(C=[O:32])C, predict the reaction product. The product is: [C:24]([C:23]([C:20]1[CH:19]=[CH:18][C:17]([N+:14]([O-:16])=[O:15])=[CH:22][CH:21]=1)([CH2:8][C:3]1[CH:4]=[CH:5][CH:6]=[CH:7][N:2]=1)[C:26]([NH2:27])=[O:32])#[N:25]. (7) The product is: [CH:21]1([C@H:19]([NH:18][C:4]2[N:3]=[C:2]([NH:29][CH:25]([CH2:26][CH2:27][CH3:28])[CH3:24])[N:7]=[C:6]([C:8]3[CH:13]=[CH:12][CH:11]=[C:10]([C:14]([F:17])([F:16])[F:15])[N:9]=3)[N:5]=2)[CH3:20])[CH2:23][CH2:22]1. Given the reactants Cl[C:2]1[N:7]=[C:6]([C:8]2[CH:13]=[CH:12][CH:11]=[C:10]([C:14]([F:17])([F:16])[F:15])[N:9]=2)[N:5]=[C:4]([NH:18][C@@H:19]([CH:21]2[CH2:23][CH2:22]2)[CH3:20])[N:3]=1.[CH3:24][CH:25]([NH2:29])[CH2:26][CH2:27][CH3:28].[F-].[Cs+].CCN(C(C)C)C(C)C, predict the reaction product. (8) Given the reactants FC(F)(F)C(O)=O.[O:8]1CCO[CH:9]1[CH2:13][N:14]1[C:23]2[C:18](=[N:19][CH:20]=[C:21]([O:24][CH3:25])[CH:22]=2)[CH:17]=[CH:16][C:15]1=[O:26].[OH-].[Na+], predict the reaction product. The product is: [CH3:25][O:24][C:21]1[CH:22]=[C:23]2[C:18]([CH:17]=[CH:16][C:15](=[O:26])[N:14]2[CH2:13][CH:9]=[O:8])=[N:19][CH:20]=1.